This data is from Full USPTO retrosynthesis dataset with 1.9M reactions from patents (1976-2016). The task is: Predict the reactants needed to synthesize the given product. (1) Given the product [CH3:15][C@@H:16]1[N:17]([C:2]2[O:3][C:4]3[C:5](=[C:7]([C:11]([O:13][CH3:14])=[O:12])[CH:8]=[CH:9][CH:10]=3)[N:6]=2)[C@@H:18]([CH3:22])[CH2:19][O:20][CH2:21]1, predict the reactants needed to synthesize it. The reactants are: Cl[C:2]1[O:3][C:4]2[C:5](=[C:7]([C:11]([O:13][CH3:14])=[O:12])[CH:8]=[CH:9][CH:10]=2)[N:6]=1.[CH3:15][C@H:16]1[CH2:21][O:20][CH2:19][C@H:18]([CH3:22])[NH:17]1.C(=O)([O-])[O-].[K+].[K+]. (2) Given the product [NH2:24][C:22](=[O:23])[CH2:21][CH2:18][CH2:19][C:20]1[CH:34]=[CH:33][C:32]([NH:29][C:10]([CH:3]2[CH2:2][C@H:1]([CH3:13])[CH2:6][CH2:5][C@H:4]2[CH:7]([CH3:9])[CH3:8])=[O:11])=[CH:16][CH:15]=1, predict the reactants needed to synthesize it. The reactants are: [CH:1]1([CH3:13])[CH2:6][CH2:5][CH:4]([CH:7]([CH3:9])[CH3:8])[CH:3]([C:10](Cl)=[O:11])[CH2:2]1.N[C:15]1[CH:20]=[CH:19][C:18]([CH:21](CC)[C:22]([NH2:24])=[O:23])=C[CH:16]=1.C([N:29]([CH2:32][CH3:33])CC)C.[CH2:34](Cl)Cl. (3) Given the product [NH2:15][C:8]1[C:7]2[N:6]=[C:5]([CH2:16][O:17][CH2:18][CH3:19])[N:4]([CH2:3][CH2:2][NH:1][C:27]([NH:26][CH:20]3[CH2:25][CH2:24][CH2:23][CH2:22][CH2:21]3)=[O:28])[C:12]=2[C:11]([CH3:13])=[C:10]([CH3:14])[N:9]=1, predict the reactants needed to synthesize it. The reactants are: [NH2:1][CH2:2][CH2:3][N:4]1[C:12]2[C:11]([CH3:13])=[C:10]([CH3:14])[N:9]=[C:8]([NH2:15])[C:7]=2[N:6]=[C:5]1[CH2:16][O:17][CH2:18][CH3:19].[CH:20]1([N:26]=[C:27]=[O:28])[CH2:25][CH2:24][CH2:23][CH2:22][CH2:21]1.